Dataset: Reaction yield outcomes from USPTO patents with 853,638 reactions. Task: Predict the reaction yield, written as a fraction of the theoretical maximum amount of product (1.0 means a 100% yield; for example, 0.34 means a 34% yield). (1) The catalyst is [Fe].CCO.C1COCC1.O. The yield is 0.680. The reactants are [Cl:1][C:2]1[C:3]([S:14][C:15]2[S:16][C:17]3[CH:23]=[CH:22][C:21]([CH3:24])=[CH:20][C:18]=3[N:19]=2)=[C:4]([C:11](=[O:13])[CH3:12])[CH:5]=[C:6]([N+:8]([O-])=O)[CH:7]=1.[Cl-].[NH4+]. The product is [NH2:8][C:6]1[CH:7]=[C:2]([Cl:1])[C:3]([S:14][C:15]2[S:16][C:17]3[CH:23]=[CH:22][C:21]([CH3:24])=[CH:20][C:18]=3[N:19]=2)=[C:4]([C:11](=[O:13])[CH3:12])[CH:5]=1. (2) The reactants are [OH:1][C:2]1[CH:3]=[C:4]2[C:9](=[CH:10][CH:11]=1)[CH:8]=[C:7]([CH2:12][N:13]1[CH2:18][CH2:17][CH:16]([C:19]([O:21][CH2:22][CH3:23])=[O:20])[CH2:15][CH2:14]1)[CH:6]=[CH:5]2.[O:24](S(C(F)(F)F)(=O)=O)[S:25]([C:28]([F:31])([F:30])[F:29])(=O)=[O:26]. The catalyst is C(Cl)Cl. The product is [F:29][C:28]([F:31])([F:30])[S:25]([O:1][C:2]1[CH:3]=[C:4]2[C:9](=[CH:10][CH:11]=1)[CH:8]=[C:7]([CH2:12][N:13]1[CH2:18][CH2:17][CH:16]([C:19]([O:21][CH2:22][CH3:23])=[O:20])[CH2:15][CH2:14]1)[CH:6]=[CH:5]2)(=[O:26])=[O:24]. The yield is 0.900. (3) The reactants are [F:1][C:2]1[C:31]([F:32])=[CH:30][CH:29]=[CH:28][C:3]=1[O:4][C:5]1[CH:10]=[CH:9][C:8]([C:11]2[C:19]3[C:14](=[N:15][CH:16]=[N:17][C:18]=3[NH2:20])[N:13]([CH2:21][C@H:22]3[CH2:26][CH2:25][CH2:24][NH:23]3)[N:12]=2)=[C:7]([F:27])[CH:6]=1.[C:33]([CH2:35][C:36](O)=[O:37])#[N:34].CN(C(ON1N=NC2C=CC=NC1=2)=[N+](C)C)C.F[P-](F)(F)(F)(F)F. The catalyst is CN(C)C=O. The product is [NH2:20][C:18]1[N:17]=[CH:16][N:15]=[C:14]2[N:13]([CH2:21][C@H:22]3[CH2:26][CH2:25][CH2:24][N:23]3[C:36](=[O:37])[CH2:35][C:33]#[N:34])[N:12]=[C:11]([C:8]3[CH:9]=[CH:10][C:5]([O:4][C:3]4[CH:28]=[CH:29][CH:30]=[C:31]([F:32])[C:2]=4[F:1])=[CH:6][C:7]=3[F:27])[C:19]=12. The yield is 0.830. (4) The reactants are [Li+].[OH-].[C:3]([O:7][C:8]([N:10]([C:19]1[CH:24]=[CH:23][C:22]([O:25][CH3:26])=[C:21]([O:27][CH3:28])[CH:20]=1)[S:11]([CH2:14][C:15]([O:17]C)=[O:16])(=[O:13])=[O:12])=[O:9])([CH3:6])([CH3:5])[CH3:4].CCOC(C)=O. The catalyst is O.C1COCC1. The product is [C:3]([O:7][C:8]([N:10]([C:19]1[CH:24]=[CH:23][C:22]([O:25][CH3:26])=[C:21]([O:27][CH3:28])[CH:20]=1)[S:11]([CH2:14][C:15]([OH:17])=[O:16])(=[O:13])=[O:12])=[O:9])([CH3:6])([CH3:5])[CH3:4]. The yield is 0.880. (5) The reactants are [CH2:1]([O:3][C:4]([C:6]1[C:7]2[C:15]([CH3:16])=[N:14][N:13]([CH:17]3[CH2:22][CH2:21][CH2:20][CH2:19][O:18]3)[C:8]=2[N:9]=[C:10](Br)[CH:11]=1)=[O:5])[CH3:2].[CH3:23][O:24][CH2:25][O:26][C:27]1[CH:32]=[CH:31][C:30](B(O)O)=[CH:29][CH:28]=1.C(=O)([O-])[O-].[K+].[K+].O. The catalyst is COCCOC.O.C(OCC)(=O)C. The product is [CH2:1]([O:3][C:4]([C:6]1[C:7]2[C:15]([CH3:16])=[N:14][N:13]([CH:17]3[CH2:22][CH2:21][CH2:20][CH2:19][O:18]3)[C:8]=2[N:9]=[C:10]([C:30]2[CH:31]=[CH:32][C:27]([O:26][CH2:25][O:24][CH3:23])=[CH:28][CH:29]=2)[CH:11]=1)=[O:5])[CH3:2]. The yield is 1.00.